From a dataset of Forward reaction prediction with 1.9M reactions from USPTO patents (1976-2016). Predict the product of the given reaction. (1) Given the reactants [N+:1]([C:4]1[CH:5]=[CH:6][C:7]2[O:12][CH2:11][C@H:10]([CH2:13][O:14][S:15]([C:18]3[CH:23]=[CH:22][C:21]([CH3:24])=[CH:20][CH:19]=3)(=[O:17])=[O:16])[O:9][C:8]=2[C:25]=1[CH2:26][CH:27]=O)([O-])=O.[H][H], predict the reaction product. The product is: [O:9]1[C:8]2=[C:25]3[C:4](=[CH:5][CH:6]=[C:7]2[O:12][CH2:11][CH:10]1[CH2:13][O:14][S:15]([C:18]1[CH:19]=[CH:20][C:21]([CH3:24])=[CH:22][CH:23]=1)(=[O:16])=[O:17])[NH:1][CH:27]=[CH:26]3. (2) Given the reactants [O-:1][C:2]#N.[K+].[I:5][C:6]1[CH:11]=[CH:10][C:9]([NH:12][C:13]2([C:19]#[N:20])[CH2:18][CH2:17][CH2:16][CH2:15][CH2:14]2)=[CH:8][CH:7]=1.Cl.[OH2:22], predict the reaction product. The product is: [I:5][C:6]1[CH:7]=[CH:8][C:9]([N:12]2[C:13]3([CH2:18][CH2:17][CH2:16][CH2:15][CH2:14]3)[C:19](=[O:22])[NH:20][C:2]2=[O:1])=[CH:10][CH:11]=1.